From a dataset of Forward reaction prediction with 1.9M reactions from USPTO patents (1976-2016). Predict the product of the given reaction. Given the reactants FC(F)(F)C(O)=O.[NH2:8][C@H:9]([C:19]1[C:24]([C:25]2[CH:26]=[CH:27][C:28]([F:34])=[C:29]([CH:33]=2)[C:30]([NH2:32])=[O:31])=[CH:23][CH:22]=[CH:21][N:20]=1)[CH2:10][C:11]1[CH:16]=[C:15]([F:17])[CH:14]=[C:13]([F:18])[CH:12]=1.[N:35]1[CH:40]=[CH:39][CH:38]=[N:37][C:36]=1[CH2:41][O:42][C:43]1[C:51]2[CH2:50][CH2:49][CH2:48][CH2:47][C:46]=2[N:45]([CH2:52][C:53](O)=[O:54])[N:44]=1.N#N.N1C=CC=NC=1COC1C2CCCCC=2N(CC(OC(C)(C)C)=O)N=1, predict the reaction product. The product is: [F:17][C:15]1[CH:16]=[C:11]([CH2:10][C@@H:9]([C:19]2[C:24]([C:25]3[CH:26]=[CH:27][C:28]([F:34])=[C:29]([CH:33]=3)[C:30]([NH2:32])=[O:31])=[CH:23][CH:22]=[CH:21][N:20]=2)[NH:8][C:53](=[O:54])[CH2:52][N:45]2[C:46]3[CH2:47][CH2:48][CH2:49][CH2:50][C:51]=3[C:43]([O:42][CH2:41][C:36]3[N:37]=[CH:38][CH:39]=[CH:40][N:35]=3)=[N:44]2)[CH:12]=[C:13]([F:18])[CH:14]=1.